This data is from Reaction yield outcomes from USPTO patents with 853,638 reactions. The task is: Predict the reaction yield, written as a fraction of the theoretical maximum amount of product (1.0 means a 100% yield; for example, 0.34 means a 34% yield). (1) The reactants are [Li+].[OH-].C([O:5][C:6]([C:8]1[C:9]([Cl:19])=[C:10]([Cl:18])[C:11](=[O:17])[N:12]2[C:16]=1[CH2:15][CH2:14][CH2:13]2)=[O:7])C.CO. The catalyst is C1COCC1. The product is [Cl:18][C:10]1[C:11](=[O:17])[N:12]2[C:16](=[C:8]([C:6]([OH:7])=[O:5])[C:9]=1[Cl:19])[CH2:15][CH2:14][CH2:13]2. The yield is 1.00. (2) The yield is 0.170. The product is [OH:26][C@H:27]1[CH2:28][C:29](=[O:31])[O:30][O:74][C@H:49](/[CH:50]=[CH:51]/[CH2:52][CH2:53][S:54][C:55]([C:56]2[CH:61]=[CH:60][CH:59]=[CH:58][CH:57]=2)([C:68]2[CH:73]=[CH:72][CH:71]=[CH:70][CH:69]=2)[C:62]2[CH:67]=[CH:66][CH:65]=[CH:64][CH:63]=2)[CH2:48][C:47](=[O:75])[NH:46][C@H:42]([CH:43]([CH3:44])[CH3:45])[C:41](=[O:76])[NH:40][C@H:38]([CH3:39])[C:37](=[O:77])[NH:36][C@@H:32]1[CH:33]([CH3:35])[CH3:34]. The catalyst is CN(C1C=CN=CC=1)C.C(Cl)Cl.C1COCC1.CN(C=O)C. The reactants are CC1C=CC=C([N+]([O-])=O)C=1C(OC(C1C([N+]([O-])=O)=CC=CC=1C)=O)=O.[OH:26][C@H:27]([C@H:32]([NH:36][C:37](=[O:77])[C@H:38]([NH:40][C:41](=[O:76])[C@H:42]([NH:46][C:47](=[O:75])[CH2:48][C@H:49]([OH:74])/[CH:50]=[CH:51]/[CH2:52][CH2:53][S:54][C:55]([C:68]1[CH:73]=[CH:72][CH:71]=[CH:70][CH:69]=1)([C:62]1[CH:67]=[CH:66][CH:65]=[CH:64][CH:63]=1)[C:56]1[CH:61]=[CH:60][CH:59]=[CH:58][CH:57]=1)[CH:43]([CH3:45])[CH3:44])[CH3:39])[CH:33]([CH3:35])[CH3:34])[CH2:28][C:29]([OH:31])=[O:30]. (3) The reactants are [Cl:1][C:2]1[C:3]([C:8](OCC)=O)=[N:4][NH:5][C:6]=1C.[CH2:13]([N:17](CCCC)[C:18]1[CH:22]=[C:21]([CH3:23])NN=1)[CH2:14][CH2:15][CH3:16]. No catalyst specified. The product is [CH2:13]([N:17]([CH2:18][CH2:22][CH2:21][CH3:23])[C:6]1[C:2]([Cl:1])=[C:3]([CH3:8])[NH:4][N:5]=1)[CH2:14][CH2:15][CH3:16]. The yield is 0.610. (4) The reactants are [CH3:1][O:2][C:3]1[CH:7]=[C:6]([C:8]([OH:10])=O)[N:5]([CH3:11])[N:4]=1.O1CCCC1.C(Cl)(=O)C(Cl)=O.[NH2:23][C:24]1[CH:25]=[C:26]([CH:43]=[CH:44][C:45]=1[CH3:46])[O:27][C:28]1[CH:29]=[CH:30][C:31]2[N:32]([CH:34]=[C:35]([NH:37][C:38]([CH:40]3[CH2:42][CH2:41]3)=[O:39])[N:36]=2)[N:33]=1. The catalyst is CN(C)C=O.CN(C)C(=O)C. The product is [CH:40]1([C:38]([NH:37][C:35]2[N:36]=[C:31]3[CH:30]=[CH:29][C:28]([O:27][C:26]4[CH:43]=[CH:44][C:45]([CH3:46])=[C:24]([NH:23][C:8]([C:6]5[N:5]([CH3:11])[N:4]=[C:3]([O:2][CH3:1])[CH:7]=5)=[O:10])[CH:25]=4)=[N:33][N:32]3[CH:34]=2)=[O:39])[CH2:41][CH2:42]1. The yield is 0.850.